Dataset: Reaction yield outcomes from USPTO patents with 853,638 reactions. Task: Predict the reaction yield, written as a fraction of the theoretical maximum amount of product (1.0 means a 100% yield; for example, 0.34 means a 34% yield). (1) The reactants are COC1C=C(OC)C=CC=1C[NH:6][C:7]1[S:11][N:10]=[CH:9][N:8]=1.[Li].Cl[S:20]([C:23]1[CH:31]=[CH:30][C:26]([C:27]([OH:29])=[O:28])=[CH:25][C:24]=1[F:32])(=[O:22])=[O:21]. The catalyst is C1COCC1.[Cl-].[Na+].O. The product is [F:32][C:24]1[CH:25]=[C:26]([CH:30]=[CH:31][C:23]=1[S:20]([NH:6][C:7]1[S:11][N:10]=[CH:9][N:8]=1)(=[O:22])=[O:21])[C:27]([OH:29])=[O:28]. The yield is 0.160. (2) The reactants are [NH2:1][CH2:2][CH2:3][C@@H:4]([C:6]1[CH:11]=[CH:10][C:9]([C:12]([F:15])([F:14])[F:13])=[C:8]([F:16])[CH:7]=1)[OH:5].C1COCC1.O.C1COCC1.[CH3:28][C:29]([O:32][C:33](O[C:33]([O:32][C:29]([CH3:31])([CH3:30])[CH3:28])=[O:34])=[O:34])([CH3:31])[CH3:30]. The catalyst is O. The product is [F:16][C:8]1[CH:7]=[C:6]([C@@H:4]([OH:5])[CH2:3][CH2:2][NH:1][C:33](=[O:34])[O:32][C:29]([CH3:31])([CH3:30])[CH3:28])[CH:11]=[CH:10][C:9]=1[C:12]([F:13])([F:14])[F:15]. The yield is 0.880. (3) The product is [CH2:1]([C:3]1[O:4][C:5]([C:9]([NH:11][C:12]2[CH:13]=[CH:14][C:15]([C:18]3[CH:23]=[CH:22][C:21]([C:24]45[CH2:29][CH2:28][C:27]([CH2:32][C:33]([OH:35])=[O:34])([CH2:30][CH2:31]4)[CH2:26][O:25]5)=[CH:20][CH:19]=3)=[CH:16][CH:17]=2)=[O:10])=[C:6]([CH3:8])[N:7]=1)[CH3:2]. The reactants are [CH2:1]([C:3]1[O:4][C:5]([C:9]([NH:11][C:12]2[CH:17]=[CH:16][C:15]([C:18]3[CH:23]=[CH:22][C:21]([C:24]45[CH2:31][CH2:30][C:27]([CH2:32][C:33]([O:35]C)=[O:34])([CH2:28][CH2:29]4)[CH2:26][O:25]5)=[CH:20][CH:19]=3)=[CH:14][CH:13]=2)=[O:10])=[C:6]([CH3:8])[N:7]=1)[CH3:2].O.[OH-].[Li+].O1CCCC1.[NH4+].[OH-]. The catalyst is C(#N)C.O.O.C(O)C. The yield is 0.410. (4) The yield is 0.500. The catalyst is ClC1C=CC=CC=1Cl.Cl[Cu]. The reactants are [Cl:1][C:2]1[CH:19]=[C:18]([CH:20]=[CH2:21])[CH:17]=[CH:16][C:3]=1[CH2:4][N:5]1[C:13](=[O:14])[C:12]2[C:7](=[CH:8][CH:9]=[CH:10][CH:11]=2)[C:6]1=[O:15].Br[CH:23]([C:28]1[CH:33]=[C:32]([Cl:34])[CH:31]=[C:30]([Cl:35])[CH:29]=1)[C:24]([F:27])([F:26])[F:25].N1C=CC=CC=1C1C=CC=CN=1. The product is [Cl:1][C:2]1[CH:19]=[C:18](/[CH:20]=[CH:21]/[CH:23]([C:28]2[CH:29]=[C:30]([Cl:35])[CH:31]=[C:32]([Cl:34])[CH:33]=2)[C:24]([F:27])([F:26])[F:25])[CH:17]=[CH:16][C:3]=1[CH2:4][N:5]1[C:13](=[O:14])[C:12]2[C:7](=[CH:8][CH:9]=[CH:10][CH:11]=2)[C:6]1=[O:15]. (5) The reactants are [NH2:1][C:2]1[N:7]=[CH:6][C:5]([C:8]2[CH:33]=[CH:32][C:11]3[N:12]([C:28]([CH3:31])([CH3:30])[CH3:29])[C:13]([C:15]4[CH:16]=[C:17]([CH:20]=[CH:21][C:22]=4[N:23]4[CH:27]=[N:26][CH:25]=[N:24]4)[C:18]#[N:19])=[N:14][C:10]=3[CH:9]=2)=[CH:4][N:3]=1.[N:34]([Si](C)(C)C)=[N+:35]=[N-:36].C([Sn](=O)CCCC)CCC. The catalyst is CN(C=O)C. The product is [C:28]([N:12]1[C:11]2[CH:32]=[CH:33][C:8]([C:5]3[CH:6]=[N:7][C:2]([NH2:1])=[N:3][CH:4]=3)=[CH:9][C:10]=2[N:14]=[C:13]1[C:15]1[CH:16]=[C:17]([C:18]2[N:34]=[N:35][NH:36][N:19]=2)[CH:20]=[CH:21][C:22]=1[N:23]1[CH:27]=[N:26][CH:25]=[N:24]1)([CH3:29])([CH3:30])[CH3:31]. The yield is 0.0900. (6) The reactants are [C:1]([O:5][C:6]([N:8]1[CH2:13][CH2:12][CH:11]([CH2:14][O:15][C:16]2[CH:21]=[CH:20][CH:19]=[CH:18][C:17]=2[NH2:22])[CH2:10][CH2:9]1)=[O:7])([CH3:4])([CH3:3])[CH3:2].[CH3:23][S:24](Cl)(=[O:26])=[O:25]. The catalyst is O1CCCC1.C(N(CC)CC)C. The product is [C:1]([O:5][C:6]([N:8]1[CH2:9][CH2:10][CH:11]([CH2:14][O:15][C:16]2[CH:21]=[CH:20][CH:19]=[CH:18][C:17]=2[NH:22][S:24]([CH3:23])(=[O:26])=[O:25])[CH2:12][CH2:13]1)=[O:7])([CH3:4])([CH3:2])[CH3:3]. The yield is 0.900.